This data is from Reaction yield outcomes from USPTO patents with 853,638 reactions. The task is: Predict the reaction yield, written as a fraction of the theoretical maximum amount of product (1.0 means a 100% yield; for example, 0.34 means a 34% yield). The reactants are [O:1]1[C:5]2[CH:6]=[CH:7][C:8]([CH2:10][N:11]3[CH2:16][CH2:15][C:14]([CH2:18][C:19](=[O:26])[C:20]4[CH:25]=[CH:24][CH:23]=[CH:22][CH:21]=4)(O)[CH2:13][CH2:12]3)=[CH:9][C:4]=2[O:3][CH2:2]1.O=S(Cl)[Cl:29]. The catalyst is ClCCl. The product is [ClH:29].[O:1]1[C:5]2[CH:6]=[CH:7][C:8]([CH2:10][N:11]3[CH2:16][CH2:15][C:14]([CH2:18][C:19](=[O:26])[C:20]4[CH:25]=[CH:24][CH:23]=[CH:22][CH:21]=4)([Cl:29])[CH2:13][CH2:12]3)=[CH:9][C:4]=2[O:3][CH2:2]1. The yield is 0.381.